This data is from Forward reaction prediction with 1.9M reactions from USPTO patents (1976-2016). The task is: Predict the product of the given reaction. (1) The product is: [Br:11][C:8]1[CH:9]=[CH:10][C:35]([C:33]2[NH:29][C:24]([C@@H:20]([NH:19][C:12](=[O:13])[O:14][C:15]([CH3:18])([CH3:17])[CH3:16])[CH:21]([CH3:23])[CH3:22])=[N:39][CH:34]=2)=[CH:6][CH:7]=1. Given the reactants BrCC(C1[CH:10]=[CH:9][C:8]([Br:11])=[CH:7][CH:6]=1)=O.[C:12]([NH:19][C@H:20]([C:24](O)=O)[CH:21]([CH3:23])[CH3:22])([O:14][C:15]([CH3:18])([CH3:17])[CH3:16])=[O:13].CC[N:29]([CH:33]([CH3:35])[CH3:34])C(C)C.O.CC#[N:39], predict the reaction product. (2) Given the reactants [C:1]([O:5][C:6](=[O:26])[CH2:7][CH2:8][CH2:9][N:10]1[CH2:15][CH2:14][C:13]2[O:16][C:17]([C:19]3[CH:24]=[CH:23][C:22](Br)=[CH:21][CH:20]=3)=[CH:18][C:12]=2[CH2:11]1)([CH3:4])([CH3:3])[CH3:2].[OH-:27].[K+].C(P(C(C)(C)C)C1C=CC=CC=1C1C(C(C)C)=CC(C(C)C)=CC=1C(C)C)(C)(C)C, predict the reaction product. The product is: [C:1]([O:5][C:6](=[O:26])[CH2:7][CH2:8][CH2:9][N:10]1[CH2:15][CH2:14][C:13]2[O:16][C:17]([C:19]3[CH:24]=[CH:23][C:22]([OH:27])=[CH:21][CH:20]=3)=[CH:18][C:12]=2[CH2:11]1)([CH3:4])([CH3:3])[CH3:2]. (3) Given the reactants [CH2:1]([N:8]1[C:20]2[C:11](=[C:12]3[C:17](=[C:18]4[CH:24]=[C:23]([F:25])[CH:22]=[CH:21][C:19]4=2)[C:16](=[O:26])[NH:15][CH:14]=[CH:13]3)[N:10]=[C:9]1[Cl:27])[C:2]1[CH:7]=[CH:6][CH:5]=[CH:4][CH:3]=1.CC(C)([O-])C.[K+].[CH3:34][Si:35]([CH3:42])([CH3:41])[CH2:36][CH2:37][O:38][CH2:39]Cl.O, predict the reaction product. The product is: [CH2:1]([N:8]1[C:20]2[C:11](=[C:12]3[C:17](=[C:18]4[CH:24]=[C:23]([F:25])[CH:22]=[CH:21][C:19]4=2)[C:16](=[O:26])[N:15]([CH2:39][O:38][CH2:37][CH2:36][Si:35]([CH3:42])([CH3:41])[CH3:34])[CH:14]=[CH:13]3)[N:10]=[C:9]1[Cl:27])[C:2]1[CH:3]=[CH:4][CH:5]=[CH:6][CH:7]=1. (4) Given the reactants [Br:1][C:2]1[C:11]([OH:12])=[C:10](Cl)[CH:9]=[C:8]2[C:3]=1[CH:4]=[CH:5][C:6](C)=[N:7]2.[CH3:15]C1C=C2C(C=CC=N2)=CC=1O, predict the reaction product. The product is: [Br:1][C:2]1[C:11]([OH:12])=[C:10]([CH3:15])[CH:9]=[C:8]2[C:3]=1[CH:4]=[CH:5][CH:6]=[N:7]2.